From a dataset of Catalyst prediction with 721,799 reactions and 888 catalyst types from USPTO. Predict which catalyst facilitates the given reaction. (1) Reactant: C([Li])CCC.[F:6][C:7]([F:15])([F:14])[CH:8]([OH:13])[C:9](F)([F:11])[F:10].Br[CH:17]1[CH2:22][CH2:21][CH2:20][CH2:19][C:18]1=[O:23].Cl.[OH-:25].[Na+]. Product: [F:10][C:9]1([F:11])[C:18]2([OH:23])[CH2:19][CH2:20][CH2:21][CH2:22][CH:17]2[O:13][C:8]1([C:7]([F:15])([F:14])[F:6])[OH:25]. The catalyst class is: 392. (2) Reactant: [CH3:1][O:2][C:3]1[CH:8]=[CH:7][CH:6]=[CH:5][C:4]=1[CH2:9][C:10]([C:12]1[C:20]2[C:15](=[CH:16][CH:17]=[CH:18][CH:19]=2)[N:14]([CH2:21][CH2:22][CH2:23][CH2:24][C:25]([O:27]CC)=[O:26])[CH:13]=1)=[O:11].[OH-].[K+]. Product: [CH3:1][O:2][C:3]1[CH:8]=[CH:7][CH:6]=[CH:5][C:4]=1[CH2:9][C:10]([C:12]1[C:20]2[C:15](=[CH:16][CH:17]=[CH:18][CH:19]=2)[N:14]([CH2:21][CH2:22][CH2:23][CH2:24][C:25]([OH:27])=[O:26])[CH:13]=1)=[O:11]. The catalyst class is: 6. (3) Reactant: [C:1]([N:5]1[C:9]([C:10]2[CH:15]=[CH:14][N:13]=[C:12](S(C)(=O)=O)[N:11]=2)=[CH:8][C:7]([C:20]([O:22][CH2:23][CH3:24])=[O:21])=[N:6]1)([CH3:4])([CH3:3])[CH3:2].[C:25]1([OH:31])[CH:30]=[CH:29][CH:28]=[CH:27][CH:26]=1.C(=O)([O-])[O-].[K+].[K+]. Product: [C:1]([N:5]1[C:9]([C:10]2[CH:15]=[CH:14][N:13]=[C:12]([O:31][C:25]3[CH:30]=[CH:29][CH:28]=[CH:27][CH:26]=3)[N:11]=2)=[CH:8][C:7]([C:20]([O:22][CH2:23][CH3:24])=[O:21])=[N:6]1)([CH3:4])([CH3:3])[CH3:2]. The catalyst class is: 3.